Task: Regression/Classification. Given a drug SMILES string, predict its absorption, distribution, metabolism, or excretion properties. Task type varies by dataset: regression for continuous measurements (e.g., permeability, clearance, half-life) or binary classification for categorical outcomes (e.g., BBB penetration, CYP inhibition). For this dataset (vdss_lombardo), we predict log10(VDss) (log10 of volume of distribution in L/kg).. Dataset: Volume of distribution at steady state (VDss) regression data from Lombardo et al. (1) The drug is C[NH+](C)CCc1c[nH]c2ccc(CC3COC(=O)N3)cc12. The log10(VDss) is 0.260. (2) The compound is CCC(C)C1NC(=O)C(NC(=O)C(CC(C)C)N(C)C(=O)C2CCCN2C(=O)C(C)=O)C(C)OC(=O)C(Cc2ccc(OC)cc2)N(C)C(=O)C2CCCN2C(=O)C(CC(C)C)NC(=O)C(C)C(=O)C(C(C)C)OC(=O)CC1O. The log10(VDss) is 1.12. (3) The compound is CC1CN(c2c(F)c(N)c3c(=O)c(C(=O)[O-])cn(C4CC4)c3c2F)CC(C)[NH2+]1. The log10(VDss) is 0.590. (4) The molecule is C#CC1(O)CCC2C3CCc4cc(O)ccc4C3CCC21C. The log10(VDss) is 0.630. (5) The molecule is Cc1ncc([N+](=O)[O-])n1CCO. The log10(VDss) is -0.400. (6) The compound is O=C1C(C2OC(CO)C(O)C(O)C2O)=C([O-])/C(=C([O-])/C=C/c2ccc(O)cc2)C(=O)C1(O)C1OC(CO)C(O)C(O)C1O. The log10(VDss) is -0.700. (7) The compound is Cc1ccc(-n2ccnc2)cc1C(O)c1c(C)cc(C(=O)[O-])cc1C. The log10(VDss) is -0.430.